Dataset: Reaction yield outcomes from USPTO patents with 853,638 reactions. Task: Predict the reaction yield, written as a fraction of the theoretical maximum amount of product (1.0 means a 100% yield; for example, 0.34 means a 34% yield). (1) The reactants are [F:1][C:2]1[CH:7]=[CH:6][C:5]([CH2:8][C:9]([OH:11])=O)=[CH:4][CH:3]=1.Cl.[CH3:13][O:14][NH:15][CH3:16].Cl.C(N=C=NCCCN(C)C)C.CCN(C(C)C)C(C)C. The catalyst is C(Cl)Cl.CN(C)C1C=CN=CC=1.CCOC(C)=O. The product is [F:1][C:2]1[CH:7]=[CH:6][C:5]([CH2:8][C:9]([N:15]([O:14][CH3:13])[CH3:16])=[O:11])=[CH:4][CH:3]=1. The yield is 0.880. (2) The reactants are Br[CH2:2][CH2:3][CH2:4][C:5]([O:7][CH2:8][CH3:9])=[O:6].[CH3:10][N:11]1[CH2:16][CH2:15][NH:14][CH2:13][CH2:12]1.C([O-])([O-])=O.[K+].[K+]. The catalyst is C(#N)C. The product is [CH3:10][N:11]1[CH2:16][CH2:15][N:14]([CH2:2][CH2:3][CH2:4][C:5]([O:7][CH2:8][CH3:9])=[O:6])[CH2:13][CH2:12]1. The yield is 0.960. (3) The reactants are C([O:4][CH2:5][C:6]1[C:7]([N:33]2[C:45](=[O:46])[C:44]3[S:43][C:42]4[CH2:41][CH2:40][CH2:39][CH2:38][C:37]=4[C:36]=3[CH:35]=[N:34]2)=[N:8][CH:9]=[CH:10][C:11]=1[C:12]1[CH:17]=[C:16]([NH:18][C:19]2[CH:30]=[C:22]3[CH2:23][N:24]([C:27](=[O:29])[CH3:28])[CH2:25][CH2:26][N:21]3[N:20]=2)[C:15](=[O:31])[N:14]([CH3:32])[CH:13]=1)(=O)C.[OH-].[Li+]. The catalyst is C(O)(C)C.C1COCC1.O. The product is [C:27]([N:24]1[CH2:25][CH2:26][N:21]2[N:20]=[C:19]([NH:18][C:16]3[C:15](=[O:31])[N:14]([CH3:32])[CH:13]=[C:12]([C:11]4[CH:10]=[CH:9][N:8]=[C:7]([N:33]5[C:45](=[O:46])[C:44]6[S:43][C:42]7[CH2:41][CH2:40][CH2:39][CH2:38][C:37]=7[C:36]=6[CH:35]=[N:34]5)[C:6]=4[CH2:5][OH:4])[CH:17]=3)[CH:30]=[C:22]2[CH2:23]1)(=[O:29])[CH3:28]. The yield is 0.530. (4) The reactants are Br[C:2]1[CH:7]=[C:6]([N+:8]([O-:10])=[O:9])[CH:5]=[CH:4][C:3]=1[NH:11][C:12]([CH3:15])([CH3:14])[CH3:13].[C:16]([Si:18]([CH3:21])([CH3:20])[CH3:19])#[CH:17].N#N. The catalyst is CCN(CC)CC.Cl[Pd](Cl)([P](C1C=CC=CC=1)(C1C=CC=CC=1)C1C=CC=CC=1)[P](C1C=CC=CC=1)(C1C=CC=CC=1)C1C=CC=CC=1.[Cu]I. The product is [C:12]([NH:11][C:3]1[CH:4]=[CH:5][C:6]([N+:8]([O-:10])=[O:9])=[CH:7][C:2]=1[C:17]#[C:16][Si:18]([CH3:21])([CH3:20])[CH3:19])([CH3:15])([CH3:14])[CH3:13]. The yield is 0.160.